This data is from Antibody developability classification from SAbDab with 2,409 antibodies. The task is: Regression/Classification. Given an antibody's heavy chain and light chain sequences, predict its developability. TAP uses regression for 5 developability metrics; SAbDab uses binary classification. The antibody is ['EVQLLESGGGLVQPGGSLRLSCAASGFTFSHYIMMWVRQAPGKGLEWVSGIYSSGGITVYADSVKGRFTISRDNSKNTLYLQMNSLRAEDTAVYYCAYRRIGVPRRDEFDIWGQGTMVTVSS', 'DIQMTQSPSTLSASVGDRVTITCRASQSISSWLAWYQQKPGKAPKLLIYKASTLESGVPSRFSGSGSGTEFTLTISSLQPDDFATYYCQQYNTYWTFGQGTKVEIK']. Result: 0 (not developable).